Task: Predict the reactants needed to synthesize the given product.. Dataset: Full USPTO retrosynthesis dataset with 1.9M reactions from patents (1976-2016) (1) Given the product [C:13]([O:17][C:18](=[O:22])[CH2:19][CH2:20][NH:21][CH2:10][C:9]([O:8][CH2:1][C:2]1[CH:7]=[CH:6][CH:5]=[CH:4][CH:3]=1)=[O:12])([CH3:16])([CH3:15])[CH3:14], predict the reactants needed to synthesize it. The reactants are: [CH2:1]([O:8][C:9](=[O:12])[CH2:10]Br)[C:2]1[CH:7]=[CH:6][CH:5]=[CH:4][CH:3]=1.[C:13]([O:17][C:18](=[O:22])[CH2:19][CH2:20][NH2:21])([CH3:16])([CH3:15])[CH3:14]. (2) Given the product [CH3:16][O:15][C:10]1[CH:9]=[C:8]2[C:13]([CH:14]=[C:6]([C:4]([OH:5])=[O:3])[NH:7]2)=[CH:12][CH:11]=1, predict the reactants needed to synthesize it. The reactants are: C([O:3][C:4]([C:6]1[NH:7][C:8]2[C:13]([CH:14]=1)=[CH:12][CH:11]=[C:10]([O:15][CH3:16])[CH:9]=2)=[O:5])C.[OH-].[Li+].Cl. (3) Given the product [Cl:10][C:11]1[CH:20]=[C:19]2[C:14]([CH:15]=[CH:16][C:17](/[CH:21]=[CH:22]/[C:23]3[CH:24]=[C:25]([C@@H:29]([O:42][S:43]([CH3:46])(=[O:45])=[O:44])[CH2:30][CH2:31][C:32]4[CH:41]=[CH:40][CH:39]=[CH:38][C:33]=4[C:34]([O:36][CH3:37])=[O:35])[CH:26]=[CH:27][CH:28]=3)=[N:18]2)=[CH:13][CH:12]=1, predict the reactants needed to synthesize it. The reactants are: C(N(C(C)C)CC)(C)C.[Cl:10][C:11]1[CH:20]=[C:19]2[C:14]([CH:15]=[CH:16][C:17](/[CH:21]=[CH:22]/[C:23]3[CH:24]=[C:25]([C@@H:29]([OH:42])[CH2:30][CH2:31][C:32]4[CH:41]=[CH:40][CH:39]=[CH:38][C:33]=4[C:34]([O:36][CH3:37])=[O:35])[CH:26]=[CH:27][CH:28]=3)=[N:18]2)=[CH:13][CH:12]=1.[S:43](Cl)([CH3:46])(=[O:45])=[O:44]. (4) Given the product [Br:1][C:2]1[N:6]=[C:5]([C:16]2[CH:21]=[CH:20][C:19]([O:22][CH:23]([CH3:24])[CH3:25])=[C:18]([C:26]([F:27])([F:29])[F:28])[CH:17]=2)[S:4][N:3]=1, predict the reactants needed to synthesize it. The reactants are: [Br:1][C:2]1[N:6]=[C:5](Cl)[S:4][N:3]=1.CC1(C)C(C)(C)OB([C:16]2[CH:21]=[CH:20][C:19]([O:22][CH:23]([CH3:25])[CH3:24])=[C:18]([C:26]([F:29])([F:28])[F:27])[CH:17]=2)O1.P([O-])([O-])([O-])=O.[K+].[K+].[K+].